From a dataset of Reaction yield outcomes from USPTO patents with 853,638 reactions. Predict the reaction yield, written as a fraction of the theoretical maximum amount of product (1.0 means a 100% yield; for example, 0.34 means a 34% yield). (1) The reactants are [F:1][C:2]1[CH:7]=[CH:6][C:5]([O:8][C:9]2[CH:14]=[CH:13][C:12](I)=[CH:11][CH:10]=2)=[CH:4][CH:3]=1.C(Cl)Cl.C([O-])(=O)C.[K+].[CH3:24][C:25]1([CH3:41])[C:29]([CH3:31])([CH3:30])[O:28][B:27]([B:27]2[O:28][C:29]([CH3:31])([CH3:30])[C:25]([CH3:41])([CH3:24])[O:26]2)[O:26]1. The catalyst is O1CCOCC1.C1C=CC(P(C2C=CC=CC=2)[C-]2C=CC=C2)=CC=1.C1C=CC(P(C2C=CC=CC=2)[C-]2C=CC=C2)=CC=1.Cl[Pd]Cl.[Fe+2]. The product is [F:1][C:2]1[CH:7]=[CH:6][C:5]([O:8][C:9]2[CH:14]=[CH:13][C:12]([B:27]3[O:28][C:29]([CH3:31])([CH3:30])[C:25]([CH3:41])([CH3:24])[O:26]3)=[CH:11][CH:10]=2)=[CH:4][CH:3]=1. The yield is 0.570. (2) The reactants are [NH2:1][C:2]1[S:3]/[C:4](=[CH:8]\[C:9]2[CH:14]=[C:13]([O:15][CH2:16][CH2:17][CH3:18])[C:12]([OH:19])=[C:11]([Cl:20])[CH:10]=2)/[C:5](=[O:7])[N:6]=1.Br.Br[CH2:23][C:24]([C:26]1[CH:27]=[N:28][CH:29]=[CH:30][C:31]=1[CH3:32])=O. No catalyst specified. The product is [Cl:20][C:11]1[CH:10]=[C:9](/[CH:8]=[C:4]2/[C:5](=[O:7])[N:6]3[CH:23]=[C:24]([C:26]4[CH:27]=[N:28][CH:29]=[CH:30][C:31]=4[CH3:32])[N:1]=[C:2]3[S:3]/2)[CH:14]=[C:13]([O:15][CH2:16][CH2:17][CH3:18])[C:12]=1[OH:19]. The yield is 0.0900.